From a dataset of Full USPTO retrosynthesis dataset with 1.9M reactions from patents (1976-2016). Predict the reactants needed to synthesize the given product. (1) Given the product [CH:1]1([C:4]2[CH:5]=[C:6]([C:21]([OH:23])=[O:22])[C:7]3[C:12]([CH3:13])=[N:11][N:10]([CH:14]4[CH2:19][CH2:18][N:17]([CH3:20])[CH2:16][CH2:15]4)[C:8]=3[N:9]=2)[CH2:2][CH2:3]1, predict the reactants needed to synthesize it. The reactants are: [CH:1]1([C:4]2[CH:5]=[C:6]([C:21]([O:23]CC)=[O:22])[C:7]3[C:12]([CH3:13])=[N:11][N:10]([CH:14]4[CH2:19][CH2:18][N:17]([CH3:20])[CH2:16][CH2:15]4)[C:8]=3[N:9]=2)[CH2:3][CH2:2]1.[OH-].[Na+]. (2) Given the product [F:1][C:2]1[CH:3]=[CH:4][C:5]([C@@H:8]2[CH2:13][CH2:12][CH2:11][CH2:10][C@H:9]2[C:14]([OH:16])=[O:15])=[CH:6][CH:7]=1, predict the reactants needed to synthesize it. The reactants are: [F:1][C:2]1[CH:7]=[CH:6][C:5]([C@@H:8]2[CH2:13][CH:12]=[CH:11][CH2:10][C@H:9]2[C:14]([OH:16])=[O:15])=[CH:4][CH:3]=1. (3) Given the product [CH:1]1([NH:4][C:5]([C:7]2[CH:12]=[C:11]([C:13]3[C:14]([C:27]([NH:63][CH2:64][CH2:65][CH2:66][CH2:67][CH2:68][OH:69])=[O:28])=[CH:15][C:16]([C:19]([NH:21][CH2:22][C:23]([CH3:26])([CH3:25])[CH3:24])=[O:20])=[CH:17][CH:18]=3)[C:10]([CH3:30])=[C:9]([F:31])[CH:8]=2)=[O:6])[CH2:3][CH2:2]1, predict the reactants needed to synthesize it. The reactants are: [CH:1]1([NH:4][C:5]([C:7]2[CH:8]=[C:9]([F:31])[C:10]([CH3:30])=[C:11]([C:13]3[C:14]([C:27](O)=[O:28])=[CH:15][C:16]([C:19]([NH:21][CH2:22][C:23]([CH3:26])([CH3:25])[CH3:24])=[O:20])=[CH:17][CH:18]=3)[CH:12]=2)=[O:6])[CH2:3][CH2:2]1.CN(C(ON1N=NC2C=CC=CC1=2)=[N+](C)C)C.F[P-](F)(F)(F)(F)F.CCN(CC)CC.[NH2:63][CH2:64][CH2:65][CH2:66][CH2:67][CH2:68][OH:69]. (4) The reactants are: [N:1]1[CH:6]=[CH:5][C:4]([NH2:7])=[C:3]([NH2:8])[CH:2]=1.N[C:10](N)=[O:11]. Given the product [NH:7]1[C:4]2[CH:5]=[CH:6][N:1]=[CH:2][C:3]=2[NH:8][C:10]1=[O:11], predict the reactants needed to synthesize it.